From a dataset of Forward reaction prediction with 1.9M reactions from USPTO patents (1976-2016). Predict the product of the given reaction. (1) Given the reactants [C:1]([O:5][C:6](=[O:19])[NH:7][C:8]1[CH:13]=[C:12]([C:14]([CH3:17])([CH3:16])[CH3:15])[CH:11]=[CH:10][C:9]=1[CH3:18])([CH3:4])([CH3:3])[CH3:2].[C:20]([Li])(C)(C)C.CN(C=O)C, predict the reaction product. The product is: [C:1]([O:5][C:6]([N:7]1[C:8]2[C:9](=[CH:10][CH:11]=[C:12]([C:14]([CH3:17])([CH3:16])[CH3:15])[CH:13]=2)[CH:18]=[CH:20]1)=[O:19])([CH3:4])([CH3:3])[CH3:2]. (2) Given the reactants [NH2:1][C:2]1[CH:3]=[CH:4][C:5]([Cl:11])=[C:6]([CH:10]=1)[C:7]([OH:9])=[O:8].[O:12]1[CH:16]=[CH:15][CH:14]=[C:13]1[C:17](Cl)=[O:18], predict the reaction product. The product is: [Cl:11][C:5]1[CH:4]=[CH:3][C:2]([NH:1][C:17]([C:13]2[O:12][CH:16]=[CH:15][CH:14]=2)=[O:18])=[CH:10][C:6]=1[C:7]([OH:9])=[O:8]. (3) Given the reactants [CH3:1][O:2][C:3](=[O:21])[C@@H:4]([N:16]1[CH:20]=[CH:19][CH:18]=[CH:17]1)[CH2:5][C:6]1[CH:11]=[CH:10][C:9]([O:12][C:13](=[O:15])[CH3:14])=[CH:8][CH:7]=1.[F:22][C:23]([F:34])([F:33])[C:24](O[C:24](=[O:25])[C:23]([F:34])([F:33])[F:22])=[O:25].FC(F)(F)S(O)(=O)=O.[NH4+].[Cl-], predict the reaction product. The product is: [CH3:1][O:2][C:3](=[O:21])[C@@H:4]([N:16]1[CH:20]=[CH:19][CH:18]=[C:17]1[C:24](=[O:25])[C:23]([F:34])([F:33])[F:22])[CH2:5][C:6]1[CH:7]=[CH:8][C:9]([O:12][C:13](=[O:15])[CH3:14])=[CH:10][CH:11]=1. (4) Given the reactants [F:1][C:2]1[C:11]2[C:6](=[CH:7][CH:8]=[CH:9][CH:10]=2)[C:5]([CH2:12][NH:13][CH3:14])=[CH:4][CH:3]=1.CNCC1C=CC2C(=CC=CC=2)C=1CCC.[ClH:31].[N:32]1([CH2:38][CH2:39][N:40]2[CH2:45][C:44]3[CH:46]=[C:47](/[CH:50]=[CH:51]/[C:52]([OH:54])=O)[CH:48]=[N:49][C:43]=3[NH:42][C:41]2=[O:55])[CH2:37][CH2:36][O:35][CH2:34][CH2:33]1.Cl.CN1CC2C=C(/C=C/C(O)=O)C=NC=2NC(=O)C1, predict the reaction product. The product is: [ClH:31].[F:1][C:2]1[C:11]2[C:6](=[CH:7][CH:8]=[CH:9][CH:10]=2)[C:5]([CH2:12][N:13]([CH3:14])[C:52](=[O:54])/[CH:51]=[CH:50]/[C:47]2[CH:48]=[N:49][C:43]3[NH:42][C:41](=[O:55])[N:40]([CH2:39][CH2:38][N:32]4[CH2:37][CH2:36][O:35][CH2:34][CH2:33]4)[CH2:45][C:44]=3[CH:46]=2)=[CH:4][CH:3]=1. (5) Given the reactants [F:1][C:2]1[CH:8]=[C:7]([F:9])[CH:6]=[CH:5][C:3]=1[NH2:4].N1C=CC=CC=1.Cl[C:17]([O:19][CH2:20][C:21]1[CH:26]=[CH:25][CH:24]=[CH:23][CH:22]=1)=[O:18], predict the reaction product. The product is: [CH2:20]([O:19][C:17](=[O:18])[NH:4][C:3]1[CH:5]=[CH:6][C:7]([F:9])=[CH:8][C:2]=1[F:1])[C:21]1[CH:26]=[CH:25][CH:24]=[CH:23][CH:22]=1. (6) The product is: [CH3:25][N:17]([CH2:16][C:4]1[CH:3]=[C:2]([C:28]2[CH:29]=[CH:30][S:26][CH:27]=2)[N:6]([S:7]([C:10]2[CH:15]=[CH:14][CH:13]=[CH:12][CH:11]=2)(=[O:9])=[O:8])[CH:5]=1)[C:18](=[O:24])[O:19][C:20]([CH3:23])([CH3:22])[CH3:21]. Given the reactants Br[C:2]1[N:6]([S:7]([C:10]2[CH:15]=[CH:14][CH:13]=[CH:12][CH:11]=2)(=[O:9])=[O:8])[CH:5]=[C:4]([CH2:16][N:17]([CH3:25])[C:18](=[O:24])[O:19][C:20]([CH3:23])([CH3:22])[CH3:21])[CH:3]=1.[S:26]1[CH:30]=[CH:29][C:28](B(O)O)=[CH:27]1.C(=O)([O-])[O-].[Na+].[Na+].C(=O)([O-])O.[Na+], predict the reaction product. (7) Given the reactants C([O-])=O.[NH4+:4].[CH:5]([NH:7][C:8]1[CH:12]=[CH:11][S:10][C:9]=1[C:13]([O:15]C)=O)=O.O, predict the reaction product. The product is: [N:7]1[C:8]2[CH:12]=[CH:11][S:10][C:9]=2[C:13](=[O:15])[NH:4][CH:5]=1. (8) Given the reactants [CH3:1][N:2]1[C:6]([C:7]([C:9]2[CH:13]=[CH:12][S:11][CH:10]=2)=O)=[CH:5][N:4]=[CH:3]1.Cl.[NH2:15][OH:16], predict the reaction product. The product is: [OH:16][N:15]=[C:7]([C:6]1[N:2]([CH3:1])[CH:3]=[N:4][CH:5]=1)[C:9]1[CH:13]=[CH:12][S:11][CH:10]=1. (9) Given the reactants O[CH2:2][C@@H:3]([NH2:8])[CH:4]([CH3:7])[CH2:5][CH3:6].COC(=O)[C@H]([C@H](CC)C)N.OCCN.ClC1C=CC(N)=CC=1C(F)(F)F.[Cl:35][C:36]1[CH:41]=[CH:40][C:39]([N:42]=[C:43]=[S:44])=[CH:38][C:37]=1[C:45]([F:48])([F:47])[F:46], predict the reaction product. The product is: [Cl:35][C:36]1[CH:41]=[CH:40][C:39]([N:42]=[C:43]2[NH:8][C@@H:3]([CH:4]([CH2:5][CH3:6])[CH3:7])[CH2:2][S:44]2)=[CH:38][C:37]=1[C:45]([F:46])([F:47])[F:48]. (10) Given the reactants [F:1][C:2]([F:30])([CH2:28][OH:29])[CH2:3][N:4]1[C:8]([C:9]2[CH:14]=[CH:13][C:12]([F:15])=[CH:11][CH:10]=2)=[C:7]([C:16]2[CH:17]=[CH:18][C:19]3[O:24][CH2:23][C:22](=[O:25])[NH:21][C:20]=3[CH:26]=2)[C:6]([CH3:27])=[N:5]1.Cl.[CH3:32][N:33]([CH3:38])[CH2:34][C:35](O)=[O:36].Cl.CN(C)CCCN=C=NCC, predict the reaction product. The product is: [CH3:32][N:33]([CH3:38])[CH2:34][C:35]([O:29][CH2:28][C:2]([F:1])([F:30])[CH2:3][N:4]1[C:8]([C:9]2[CH:10]=[CH:11][C:12]([F:15])=[CH:13][CH:14]=2)=[C:7]([C:16]2[CH:17]=[CH:18][C:19]3[O:24][CH2:23][C:22](=[O:25])[NH:21][C:20]=3[CH:26]=2)[C:6]([CH3:27])=[N:5]1)=[O:36].